From a dataset of Catalyst prediction with 721,799 reactions and 888 catalyst types from USPTO. Predict which catalyst facilitates the given reaction. Reactant: [Cl-].[NH3+:2][CH2:3][C@@:4]1([OH:12])[CH:9]2[CH2:10][CH2:11][NH+:6]([CH2:7][CH2:8]2)[CH2:5]1.[Cl-].C(=O)([O-])[O-].[Cs+].[Cs+].[N:20]([C:23]1[N:24]=[CH:25][C:26]2[CH2:27][CH2:28][CH2:29][CH2:30][C:31]=2[CH:32]=1)=[C:21]=[S:22]. Product: [OH:12][C@:4]1([CH2:3][NH:2][C:21]([NH:20][C:23]2[N:24]=[CH:25][C:26]3[CH2:27][CH2:28][CH2:29][CH2:30][C:31]=3[CH:32]=2)=[S:22])[CH:9]2[CH2:8][CH2:7][N:6]([CH2:11][CH2:10]2)[CH2:5]1. The catalyst class is: 3.